Predict the product of the given reaction. From a dataset of Forward reaction prediction with 1.9M reactions from USPTO patents (1976-2016). (1) Given the reactants [F:1][C:2]1[CH:3]=[C:4]([C:9]2[C:18](=[O:19])[C:17]3[C:12](=[CH:13][CH:14]=[C:15]([F:20])[CH:16]=3)[N:11]([CH3:21])[C:10]=2[CH2:22][CH3:23])[CH:5]=[C:6]([F:8])[CH:7]=1.[Br:24]N1C(C)(C)C(=O)N(Br)C1=O.C(OOC(=O)C1C=CC=CC=1)(=O)C1C=CC=CC=1.C(=O)(O)[O-].[Na+], predict the reaction product. The product is: [Br:24][CH:22]([C:10]1[N:11]([CH3:21])[C:12]2[C:17]([C:18](=[O:19])[C:9]=1[C:4]1[CH:5]=[C:6]([F:8])[CH:7]=[C:2]([F:1])[CH:3]=1)=[CH:16][C:15]([F:20])=[CH:14][CH:13]=2)[CH3:23]. (2) Given the reactants [Cl:1][C:2](Cl)([O:4]C(=O)OC(Cl)(Cl)Cl)Cl.N1C=CC=CC=1.[F:19][C:20]1([F:25])[CH2:24][CH2:23][NH:22][CH2:21]1, predict the reaction product. The product is: [F:19][C:20]1([F:25])[CH2:24][CH2:23][N:22]([C:2]([Cl:1])=[O:4])[CH2:21]1. (3) Given the reactants [F:1][CH:2]([F:12])[C:3]1[C:7]([C:8](Cl)=[O:9])=[CH:6][N:5]([CH3:11])[N:4]=1.[CH3:13][O:14][N:15]=[CH:16][C:17]1[CH:22]=[C:21]([Cl:23])[C:20]([O:24][CH2:25][C@@H:26]2[CH2:30][CH2:29][CH2:28][NH:27]2)=[C:19]([Cl:31])[CH:18]=1.C(N(CC)CC)C, predict the reaction product. The product is: [CH3:13][O:14][N:15]=[CH:16][C:17]1[CH:22]=[C:21]([Cl:23])[C:20]([O:24][CH2:25][C@@H:26]2[CH2:30][CH2:29][CH2:28][N:27]2[C:8]([C:7]2[C:3]([CH:2]([F:12])[F:1])=[N:4][N:5]([CH3:11])[CH:6]=2)=[O:9])=[C:19]([Cl:31])[CH:18]=1.